This data is from Merck oncology drug combination screen with 23,052 pairs across 39 cell lines. The task is: Regression. Given two drug SMILES strings and cell line genomic features, predict the synergy score measuring deviation from expected non-interaction effect. (1) Drug 1: CCc1c2c(nc3ccc(O)cc13)-c1cc3c(c(=O)n1C2)COC(=O)C3(O)CC. Drug 2: Cn1cc(-c2cnn3c(N)c(Br)c(C4CCCNC4)nc23)cn1. Cell line: OV90. Synergy scores: synergy=-13.5. (2) Drug 1: N#Cc1ccc(Cn2cncc2CN2CCN(c3cccc(Cl)c3)C(=O)C2)cc1. Drug 2: Cn1nnc2c(C(N)=O)ncn2c1=O. Cell line: KPL1. Synergy scores: synergy=-26.0. (3) Synergy scores: synergy=14.5. Cell line: VCAP. Drug 2: O=C(NOCC(O)CO)c1ccc(F)c(F)c1Nc1ccc(I)cc1F. Drug 1: COc1cc(C2c3cc4c(cc3C(OC3OC5COC(C)OC5C(O)C3O)C3COC(=O)C23)OCO4)cc(OC)c1O.